Task: Predict the reactants needed to synthesize the given product.. Dataset: Full USPTO retrosynthesis dataset with 1.9M reactions from patents (1976-2016) Given the product [Cl:1][C:2]1[CH:3]=[C:4]([CH:19]=[CH:20][C:21]=1[C:22]([N:27]1[CH2:28][CH2:29][CH2:30][CH:26]1[CH3:25])=[O:23])[C:5]([NH:7][CH2:8][C:9]1[NH:13][C:12]2[CH:14]=[CH:15][C:16]([Cl:18])=[CH:17][C:11]=2[N:10]=1)=[O:6], predict the reactants needed to synthesize it. The reactants are: [Cl:1][C:2]1[CH:3]=[C:4]([CH:19]=[CH:20][C:21]=1[C:22](O)=[O:23])[C:5]([NH:7][CH2:8][C:9]1[NH:13][C:12]2[CH:14]=[CH:15][C:16]([Cl:18])=[CH:17][C:11]=2[N:10]=1)=[O:6].[CH3:25][CH:26]1[CH2:30][CH2:29][CH2:28][NH:27]1.CN(C(ON1N=NC2C=CC=CC1=2)=[N+](C)C)C.[B-](F)(F)(F)F.C(N(CC)CC)C.